From a dataset of Full USPTO retrosynthesis dataset with 1.9M reactions from patents (1976-2016). Predict the reactants needed to synthesize the given product. (1) The reactants are: [C:1](=O)([O:30]C1C=CC([N+]([O-])=O)=CC=1)[O:2][C@@H:3]1[CH2:19][C@@H:18]2[C@@:6]([CH3:29])([C@@H:7]3[C@@H:15]([CH2:16][CH2:17]2)[C@:14]2([OH:20])[C@@:10]([CH3:28])([C@@H:11]([C:21]4[CH:22]=[CH:23][C:24](=[O:27])[O:25][CH:26]=4)[CH2:12][CH2:13]2)[CH2:9][CH2:8]3)[CH2:5][CH2:4]1.[N:41]1([CH2:46][CH2:47][NH2:48])[CH2:45][CH2:44][CH2:43][CH2:42]1. Given the product [N:41]1([CH2:46][CH2:47][NH:48][C:1](=[O:30])[O:2][C@@H:3]2[CH2:19][C@@H:18]3[C@@:6]([CH3:29])([C@@H:7]4[C@@H:15]([CH2:16][CH2:17]3)[C@:14]3([OH:20])[C@@:10]([CH3:28])([C@@H:11]([C:21]5[CH:22]=[CH:23][C:24](=[O:27])[O:25][CH:26]=5)[CH2:12][CH2:13]3)[CH2:9][CH2:8]4)[CH2:5][CH2:4]2)[CH2:45][CH2:44][CH2:43][CH2:42]1, predict the reactants needed to synthesize it. (2) Given the product [Cl:37][C:28]1[CH:27]=[N:26][N:25]([C:22]2[CH:21]=[CH:20][C:3]([O:4][CH2:5][C@@H:6]3[C@@H:11]([NH:12][C:13](=[O:19])[O:14][C:15]([CH3:18])([CH3:17])[CH3:16])[CH2:10][CH2:9][O:8][CH2:7]3)=[C:2]([F:1])[C:23]=2[F:24])[CH:29]=1, predict the reactants needed to synthesize it. The reactants are: [F:1][C:2]1[C:23]([F:24])=[C:22]([N:25]2[CH:29]=[CH:28][CH:27]=[N:26]2)[CH:21]=[CH:20][C:3]=1[O:4][CH2:5][C@@H:6]1[C@@H:11]([NH:12][C:13](=[O:19])[O:14][C:15]([CH3:18])([CH3:17])[CH3:16])[CH2:10][CH2:9][O:8][CH2:7]1.C1C(=O)N([Cl:37])C(=O)C1. (3) Given the product [N:6]1([S:10]([NH:13][C:27](=[O:28])[C:26]2[CH:30]=[C:31]([CH:32]3[CH2:33][CH2:34]3)[C:23]([O:22][CH2:21][C:14]34[CH2:20][CH:19]3[CH2:18][CH2:17][CH2:16][CH2:15]4)=[CH:24][C:25]=2[F:35])(=[O:12])=[O:11])[CH2:9][CH2:8][CH2:7]1, predict the reactants needed to synthesize it. The reactants are: CS(N)(=O)=O.[N:6]1([S:10]([NH2:13])(=[O:12])=[O:11])[CH2:9][CH2:8][CH2:7]1.[C:14]12([CH2:21][O:22][C:23]3[C:31]([CH:32]4[CH2:34][CH2:33]4)=[CH:30][C:26]([C:27](O)=[O:28])=[C:25]([F:35])[CH:24]=3)[CH2:20][CH:19]1[CH2:18][CH2:17][CH2:16][CH2:15]2. (4) Given the product [CH:36]1([S:39]([C:2]2[CH:10]=[CH:9][CH:8]=[C:7]3[C:3]=2[CH:4]=[N:5][N:6]3[CH:11]([CH2:17][CH:18]2[CH2:19][CH2:20][O:21][CH2:22][CH2:23]2)[C:12]([N:28]([O:33][CH3:30])[CH3:29])=[O:14])(=[O:41])=[O:40])[CH2:38][CH2:37]1, predict the reactants needed to synthesize it. The reactants are: Br[C:2]1[CH:10]=[CH:9][CH:8]=[C:7]2[C:3]=1[CH:4]=[N:5][N:6]2[CH:11]([CH2:17][CH:18]1[CH2:23][CH2:22][O:21][CH2:20][CH2:19]1)[C:12]([O:14]CC)=O.CNCC[NH:28][CH3:29].[C:30](=[O:33])([O-])[O-].[K+].[K+].[CH:36]1([S:39]([O-:41])=[O:40])[CH2:38][CH2:37]1.[Na+].C(O)(=O)CC(CC(O)=O)(C(O)=O)O. (5) Given the product [Br:20][C:19]1[N:14]2[CH:15]=[CH:16][CH:17]=[CH:18][C:13]2=[N:12][C:11]=1[CH:6]([O:5][C:1]([CH3:4])([CH3:2])[CH3:3])[C:7]([O:9][CH3:10])=[O:8], predict the reactants needed to synthesize it. The reactants are: [C:1]([O:5][CH:6]([C:11]1[N:12]=[C:13]2[CH:18]=[CH:17][CH:16]=[CH:15][N:14]2[CH:19]=1)[C:7]([O:9][CH3:10])=[O:8])([CH3:4])([CH3:3])[CH3:2].[Br:20]N1C(=O)CCC1=O. (6) Given the product [O:1]([C:8]1[CH:9]=[C:10]([CH:25]=[CH:26][CH:27]=1)[CH2:11][NH:12][C:13]1[CH:14]=[CH:15][C:16]([C@@H:19]2[CH2:21][C@H:20]2[C:22]([NH:59][CH2:58][C:57]2[CH:56]=[CH:55][C:54]([C:53]([F:52])([F:62])[F:63])=[CH:61][CH:60]=2)=[O:23])=[CH:17][CH:18]=1)[C:2]1[CH:3]=[CH:4][CH:5]=[CH:6][CH:7]=1, predict the reactants needed to synthesize it. The reactants are: [O:1]([C:8]1[CH:9]=[C:10]([CH:25]=[CH:26][CH:27]=1)[CH2:11][NH:12][C:13]1[CH:18]=[CH:17][C:16]([C@@H:19]2[CH2:21][C@H:20]2[C:22](O)=[O:23])=[CH:15][CH:14]=1)[C:2]1[CH:7]=[CH:6][CH:5]=[CH:4][CH:3]=1.CN(C(ON1N=NC2C=CC=NC1=2)=[N+](C)C)C.F[P-](F)(F)(F)(F)F.[F:52][C:53]([F:63])([F:62])[C:54]1[CH:61]=[CH:60][C:57]([CH2:58][NH2:59])=[CH:56][CH:55]=1. (7) Given the product [F:28][C:29]1[CH:34]=[CH:33][C:32]([C:35]([F:38])([F:37])[F:36])=[CH:31][C:30]=1[NH:39][C:40]([NH:1][C:2]1[C:11]2[C:6](=[CH:7][CH:8]=[CH:9][CH:10]=2)[C:5]([O:12][C:13]2[C:22]3[NH:21][C:20](=[O:23])[C:19]([C:24]([F:27])([F:26])[F:25])=[N:18][C:17]=3[N:16]=[CH:15][CH:14]=2)=[CH:4][CH:3]=1)=[O:41], predict the reactants needed to synthesize it. The reactants are: [NH2:1][C:2]1[C:11]2[C:6](=[CH:7][CH:8]=[CH:9][CH:10]=2)[C:5]([O:12][C:13]2[C:22]3[NH:21][C:20](=[O:23])[C:19]([C:24]([F:27])([F:26])[F:25])=[N:18][C:17]=3[N:16]=[CH:15][CH:14]=2)=[CH:4][CH:3]=1.[F:28][C:29]1[CH:34]=[CH:33][C:32]([C:35]([F:38])([F:37])[F:36])=[CH:31][C:30]=1[N:39]=[C:40]=[O:41]. (8) The reactants are: [Cl:1][C:2]1[N:7]=[C:6]([C:8](OC)=[O:9])[C:5]([O:12][C:13]2[CH:14]=[N:15][C:16]([S:19]([CH3:22])(=[O:21])=[O:20])=[CH:17][CH:18]=2)=[CH:4][CH:3]=1.[BH4-].[Na+].C(O)(=O)C. Given the product [Cl:1][C:2]1[N:7]=[C:6]([CH2:8][OH:9])[C:5]([O:12][C:13]2[CH:14]=[N:15][C:16]([S:19]([CH3:22])(=[O:20])=[O:21])=[CH:17][CH:18]=2)=[CH:4][CH:3]=1, predict the reactants needed to synthesize it. (9) Given the product [F:1][C:2]1[C:3]([OH:52])=[CH:4][C:5]([CH2:47][C:48]([F:50])([F:51])[F:49])=[C:6]([C:8]2[N:13]=[C:12]([NH:14][CH2:15][C:16]3[CH:21]=[CH:20][CH:19]=[CH:18][C:17]=3[N:22]([S:23]([C:26]3[CH:31]=[CH:30][CH:29]=[C:28]([OH:32])[CH:27]=3)(=[O:25])=[O:24])[CH3:34])[C:11]3[C:35]([C:59]([NH:58][CH3:57])=[O:72])=[N:36][NH:37][C:10]=3[CH:9]=2)[CH:7]=1, predict the reactants needed to synthesize it. The reactants are: [F:1][C:2]1[C:3]([O:52]C)=[CH:4][C:5]([CH2:47][C:48]([F:51])([F:50])[F:49])=[C:6]([C:8]2[N:13]=[C:12]([NH:14][CH2:15][C:16]3[CH:21]=[CH:20][CH:19]=[CH:18][C:17]=3[N:22]([CH3:34])[S:23]([C:26]3[CH:31]=[CH:30][CH:29]=[C:28]([O:32]C)[CH:27]=3)(=[O:25])=[O:24])[C:11]3[C:35](I)=[N:36][N:37](COCC[Si](C)(C)C)[C:10]=3[CH:9]=2)[CH:7]=1.C1CCN2[C:57](=[N:58][CH2:59]CC2)CC1.B(Br)(Br)Br.C1C[O:72]CC1. (10) The reactants are: [NH:1]1[CH2:5][CH2:4][C@H:3]([OH:6])[CH2:2]1.C(N(CC)CC)C.Cl[C:15]([O:17][CH2:18][C:19]1[CH:24]=[CH:23][CH:22]=[CH:21][CH:20]=1)=[O:16].C(=O)(O)[O-].[Na+]. Given the product [OH:6][C@H:3]1[CH2:4][CH2:5][N:1]([C:15]([O:17][CH2:18][C:19]2[CH:24]=[CH:23][CH:22]=[CH:21][CH:20]=2)=[O:16])[CH2:2]1, predict the reactants needed to synthesize it.